From a dataset of Reaction yield outcomes from USPTO patents with 853,638 reactions. Predict the reaction yield, written as a fraction of the theoretical maximum amount of product (1.0 means a 100% yield; for example, 0.34 means a 34% yield). (1) The reactants are [NH:1]1[CH:5]=[CH:4][N:3]=[CH:2]1.[OH-].[Na+].[Br:8][C:9]1[CH:14]=[CH:13][C:12]([CH2:15][CH2:16][CH2:17][CH2:18]Br)=[CH:11][CH:10]=1.C(=O)([O-])[O-].[Na+].[Na+]. The catalyst is CS(C)=O. The product is [Br:8][C:9]1[CH:14]=[CH:13][C:12]([CH2:15][CH2:16][CH2:17][CH2:18][N:1]2[CH:5]=[CH:4][N:3]=[CH:2]2)=[CH:11][CH:10]=1. The yield is 0.930. (2) The reactants are Cl[C:2]1[C:7]([NH2:8])=[C:6]([Cl:9])[N:5]=[C:4]([CH3:10])[N:3]=1.[C:11]([N:16]=[C:17]=[S:18])(=[O:15])[O:12][CH2:13][CH3:14]. The catalyst is C1(C)C=CC=CC=1. The product is [Cl:9][C:6]1[C:7]2[N:8]=[C:17]([NH:16][C:11](=[O:15])[O:12][CH2:13][CH3:14])[S:18][C:2]=2[N:3]=[C:4]([CH3:10])[N:5]=1. The yield is 0.705. (3) The reactants are [C:1]([O:5][C:6](=[O:26])[NH:7][CH2:8][C:9]1[CH:14]=[CH:13][C:12]([CH2:15][NH:16][C:17]2[C:22]3[CH:23]=[CH:24][NH:25][C:21]=3[CH:20]=[CH:19][N:18]=2)=[CH:11][CH:10]=1)([CH3:4])([CH3:3])[CH3:2].[H-].[Na+].Br[CH2:30][C:31]1[CH:44]=[CH:43][C:34]([CH2:35][N:36]2[CH:41]=[CH:40][CH:39]=[CH:38][C:37]2=[O:42])=[CH:33][CH:32]=1. The catalyst is CN(C=O)C. The product is [C:1]([O:5][C:6](=[O:26])[NH:7][CH2:8][C:9]1[CH:14]=[CH:13][C:12]([CH2:15][NH:16][C:17]2[C:22]3[CH:23]=[CH:24][N:25]([CH2:30][C:31]4[CH:32]=[CH:33][C:34]([CH2:35][N:36]5[CH:41]=[CH:40][CH:39]=[CH:38][C:37]5=[O:42])=[CH:43][CH:44]=4)[C:21]=3[CH:20]=[CH:19][N:18]=2)=[CH:11][CH:10]=1)([CH3:4])([CH3:2])[CH3:3]. The yield is 0.370. (4) The reactants are [NH2:1][C:2]1[C:9]([Cl:10])=[CH:8][C:7]([NH2:11])=[CH:6][C:3]=1[C:4]#[N:5].Br[CH2:13][CH2:14][O:15][CH2:16][CH2:17]Br.C(N(CC)C(C)C)(C)C.C(=O)(O)[O-]. The yield is 0.910. The product is [NH2:1][C:2]1[C:9]([Cl:10])=[CH:8][C:7]([N:11]2[CH2:17][CH2:16][O:15][CH2:14][CH2:13]2)=[CH:6][C:3]=1[C:4]#[N:5]. The catalyst is CN(C)C=O.